From a dataset of Reaction yield outcomes from USPTO patents with 853,638 reactions. Predict the reaction yield, written as a fraction of the theoretical maximum amount of product (1.0 means a 100% yield; for example, 0.34 means a 34% yield). (1) The reactants are [CH:1]([C:3]1[CH:11]=[CH:10][CH:9]=[C:8]2[C:4]=1[CH2:5][N:6]([C:12]([O:14][C@H:15]1[CH2:19][N:18](C(OC(C)(C)C)=O)[C@H:17]([C:27]([O:29][CH3:30])=[O:28])[CH2:16]1)=[O:13])[CH2:7]2)=[CH2:2].[ClH:31]. The catalyst is CCOC(C)=O. The product is [ClH:31].[CH:1]([C:3]1[CH:11]=[CH:10][CH:9]=[C:8]2[C:4]=1[CH2:5][N:6]([C:12]([O:14][C@@H:15]1[CH2:16][C@@H:17]([C:27]([O:29][CH3:30])=[O:28])[NH:18][CH2:19]1)=[O:13])[CH2:7]2)=[CH2:2]. The yield is 0.950. (2) The reactants are [CH3:1][N:2]1[C:8]2[CH:9]=[C:10](/[CH:13]=[CH:14]/[C:15]([O:17][CH3:18])=[O:16])[CH:11]=[CH:12][C:7]=2[C:6]([C:19]2[CH:24]=[CH:23][CH:22]=[CH:21][CH:20]=2)=[N:5][CH2:4][C:3]1=[O:25]. The catalyst is CO. The product is [CH3:1][N:2]1[C:8]2[CH:9]=[C:10]([CH2:13][CH2:14][C:15]([O:17][CH3:18])=[O:16])[CH:11]=[CH:12][C:7]=2[C:6]([C:19]2[CH:24]=[CH:23][CH:22]=[CH:21][CH:20]=2)=[N:5][CH2:4][C:3]1=[O:25]. The yield is 0.900.